From a dataset of Forward reaction prediction with 1.9M reactions from USPTO patents (1976-2016). Predict the product of the given reaction. (1) Given the reactants [O:1]=[C:2]1[C:10]2[C:5](=[CH:6][CH:7]=[CH:8][CH:9]=2)C(=O)[N:3]1[CH2:12][C:13]1[C:22]2[C:17](=[CH:18][CH:19]=[CH:20][CH:21]=2)[C:16]([CH:23]=O)=[CH:15][CH:14]=1.[C:25]([O-:28])([O-])=O.[K+].[K+].O1CCOC[CH2:32]1, predict the reaction product. The product is: [CH:23]([C:16]1[C:17]2[C:22](=[CH:21][CH:20]=[CH:19][CH:18]=2)[C:13]([CH2:12][N:3]2[C:2](=[O:1])[C:10]3[C:5](=[CH:6][CH:7]=[CH:8][CH:9]=3)[C:25]2=[O:28])=[CH:14][CH:15]=1)=[CH2:32]. (2) The product is: [P:14]([OH:18])([OH:17])([OH:16])=[O:15].[C:1]([OH:13])(=[O:12])[CH2:2][C:3]([CH2:8][C:9]([OH:11])=[O:10])([C:5]([OH:7])=[O:6])[OH:4]. Given the reactants [C:1]([OH:13])(=[O:12])[CH2:2][C:3]([CH2:8][C:9]([OH:11])=[O:10])([C:5]([OH:7])=[O:6])[OH:4].[P:14]([O-:18])([O-:17])([O-:16])=[O:15].[Na+].[Na+].[Na+], predict the reaction product. (3) Given the reactants [CH3:1][C:2]1([CH3:17])[C:15](=[O:16])[C:6]2[C:7]([C:10]([O:12]CC)=[O:11])=[CH:8][O:9][C:5]=2[CH2:4][CH2:3]1.[OH-].[Na+].CCOCC.Cl, predict the reaction product. The product is: [CH3:1][C:2]1([CH3:17])[C:15](=[O:16])[C:6]2[C:7]([C:10]([OH:12])=[O:11])=[CH:8][O:9][C:5]=2[CH2:4][CH2:3]1. (4) Given the reactants C(OC([N:8]1[CH2:12][CH2:11][CH2:10][C@H:9]1[C:13](=[O:38])[NH:14][C:15]1[CH:20]=[CH:19][CH:18]=[CH:17][C:16]=1[C:21]1[CH:26]=[CH:25][CH:24]=[CH:23][C:22]=1[NH:27][C:28]([C@@H:30]1[CH2:34][CH2:33][CH2:32][N:31]1C([O-])=O)=[O:29])=O)(C)(C)C.Cl.O1CCOCC1, predict the reaction product. The product is: [C:16]1([C:21]2[CH:26]=[CH:25][CH:24]=[CH:23][C:22]=2[NH:27][C:28]([C@@H:30]2[CH2:34][CH2:33][CH2:32][NH:31]2)=[O:29])[CH:17]=[CH:18][CH:19]=[CH:20][C:15]=1[NH:14][C:13]([C@@H:9]1[CH2:10][CH2:11][CH2:12][NH:8]1)=[O:38]. (5) Given the reactants [CH2:1]1CCN2C(=NCCC2)CC1.[CH3:12][S:13][C:14]1[NH:15][C:16](=[O:29])[C:17]2[C:22]([C:23]3[CH:28]=[CH:27][CH:26]=[CH:25][CH:24]=3)=[CH:21][O:20][C:18]=2[N:19]=1.C(=O)([O-])[O-].[K+].[K+].IC, predict the reaction product. The product is: [CH3:1][N:15]1[C:16](=[O:29])[C:17]2[C:22]([C:23]3[CH:28]=[CH:27][CH:26]=[CH:25][CH:24]=3)=[CH:21][O:20][C:18]=2[N:19]=[C:14]1[S:13][CH3:12]. (6) Given the reactants C([O:9][C@:10]1([C:42]#[CH:43])[C@H:14]([O:15]C(=O)C2C=CC=CC=2)[C@@H:13]([CH2:24][O:25]C(=O)C2C=CC=CC=2)[O:12][C@H:11]1[N:34]1[CH:39]=[CH:38][C:37](=[O:40])[NH:36][C:35]1=[O:41])(=O)C1C=CC=CC=1.C[O-].[Na+].C(O)=O, predict the reaction product. The product is: [C:42]([C@@:10]1([OH:9])[C@H:14]([OH:15])[C@@H:13]([CH2:24][OH:25])[O:12][C@H:11]1[N:34]1[CH:39]=[CH:38][C:37](=[O:40])[NH:36][C:35]1=[O:41])#[CH:43].